From a dataset of Catalyst prediction with 721,799 reactions and 888 catalyst types from USPTO. Predict which catalyst facilitates the given reaction. (1) Reactant: [Cl:1][C:2]1[CH:7]=[C:6]([C:8]#[C:9][CH3:10])[CH:5]=[C:4]([O:11][CH3:12])[C:3]=1[C:13]1[C:14](=[O:21])[CH2:15][CH2:16][CH2:17][C:18]=1[O:19]C.Cl. Product: [Cl:1][C:2]1[CH:7]=[C:6]([C:8]#[C:9][CH3:10])[CH:5]=[C:4]([O:11][CH3:12])[C:3]=1[CH:13]1[C:14](=[O:21])[CH2:15][CH2:16][CH2:17][C:18]1=[O:19]. The catalyst class is: 21. (2) Reactant: [H-].[Na+].[Cl:3][C:4]1[N:9]=[C:8]([NH:10][CH:11]2[CH2:16][CH2:15][N:14]([C:17]3[CH:24]=[CH:23][C:20]([C:21]#[N:22])=[CH:19][N:18]=3)[CH2:13][CH2:12]2)[C:7]([CH3:25])=[CH:6][N:5]=1.I[CH3:27]. Product: [Cl:3][C:4]1[N:9]=[C:8]([N:10]([CH3:27])[CH:11]2[CH2:12][CH2:13][N:14]([C:17]3[CH:24]=[CH:23][C:20]([C:21]#[N:22])=[CH:19][N:18]=3)[CH2:15][CH2:16]2)[C:7]([CH3:25])=[CH:6][N:5]=1. The catalyst class is: 1.